This data is from Reaction yield outcomes from USPTO patents with 853,638 reactions. The task is: Predict the reaction yield, written as a fraction of the theoretical maximum amount of product (1.0 means a 100% yield; for example, 0.34 means a 34% yield). (1) The reactants are [F:1][C:2]1[CH:3]=[C:4]([C:27]2[CH:32]=[CH:31][CH:30]=[CH:29][C:28]=2[C:33]2[NH:37][C:36](=[O:38])[O:35][N:34]=2)[CH:5]=[CH:6][C:7]=1[CH2:8][C:9]1[C:10](=[O:26])[N:11]([CH2:19][CH:20]([OH:25])[C:21]([CH3:24])([CH3:23])[CH3:22])[C:12]([CH3:18])=[N:13][C:14]=1[CH2:15][CH2:16][CH3:17].CC(OI1(OC(C)=O)(OC(C)=O)OC(=O)C2C1=CC=CC=2)=O.C(=O)([O-])O.[Na+].O.O.O.O.O.S([O-])([O-])(=O)=S.[Na+].[Na+]. The catalyst is C(Cl)(Cl)Cl.C(Cl)Cl. The yield is 0.530. The product is [CH3:23][C:21]([CH3:22])([CH3:24])[C:20](=[O:25])[CH2:19][N:11]1[C:10](=[O:26])[C:9]([CH2:8][C:7]2[CH:6]=[CH:5][C:4]([C:27]3[CH:32]=[CH:31][CH:30]=[CH:29][C:28]=3[C:33]3[NH:37][C:36](=[O:38])[O:35][N:34]=3)=[CH:3][C:2]=2[F:1])=[C:14]([CH2:15][CH2:16][CH3:17])[N:13]=[C:12]1[CH3:18]. (2) The reactants are [O:1]=[C:2]1[NH:7][C:6]2[CH:8]=[C:9]([C:12]([OH:14])=O)[CH:10]=[CH:11][C:5]=2[S:4][CH2:3]1.[CH3:15][O:16][C:17]1[CH:26]=[C:25]2[C:20]([N:21]=[CH:22][C:23]([O:27][CH2:28][CH2:29][N:30]3[CH2:35][CH2:34][CH:33]([NH2:36])[CH2:32][CH2:31]3)=[N:24]2)=[CH:19][CH:18]=1.ON1C2C=CC=CC=2N=N1.Cl.CN(C)CCCN=C=NCC.C(N(CC)C(C)C)(C)C. The catalyst is CN(C)C=O. The product is [CH3:15][O:16][C:17]1[CH:26]=[C:25]2[C:20]([N:21]=[CH:22][C:23]([O:27][CH2:28][CH2:29][N:30]3[CH2:31][CH2:32][CH:33]([NH:36][C:12]([C:9]4[CH:10]=[CH:11][C:5]5[S:4][CH2:3][C:2](=[O:1])[NH:7][C:6]=5[CH:8]=4)=[O:14])[CH2:34][CH2:35]3)=[N:24]2)=[CH:19][CH:18]=1. The yield is 0.130. (3) The reactants are Cl[C:2]1[C:11]2[C:6](=[CH:7][C:8]([O:14][CH3:15])=[C:9]([O:12][CH3:13])[CH:10]=2)[N:5]=[CH:4][CH:3]=1.[OH:16][C:17]1[CH:24]=[CH:23][C:22]([CH3:25])=[CH:21][C:18]=1[CH:19]=[O:20]. The catalyst is CN(C)C1C=CN=CC=1.ClC1C=CC=CC=1Cl. The product is [CH3:13][O:12][C:9]1[CH:10]=[C:11]2[C:6](=[CH:7][C:8]=1[O:14][CH3:15])[N:5]=[CH:4][CH:3]=[C:2]2[O:16][C:17]1[CH:24]=[CH:23][C:22]([CH3:25])=[CH:21][C:18]=1[CH:19]=[O:20]. The yield is 0.960.